Dataset: Reaction yield outcomes from USPTO patents with 853,638 reactions. Task: Predict the reaction yield, written as a fraction of the theoretical maximum amount of product (1.0 means a 100% yield; for example, 0.34 means a 34% yield). The reactants are [F:1][C:2]1[C:7]([F:8])=[CH:6][C:5](B(O)O)=[C:4]([O:12][CH3:13])[CH:3]=1.I[C:15]1[CH:20]=[CH:19][C:18]([OH:21])=[CH:17][CH:16]=1.C(=O)([O-])[O-].[K+].[K+]. The catalyst is CN(C=O)C.C(OCC)(=O)C.O.C1C=CC([P]([Pd]([P](C2C=CC=CC=2)(C2C=CC=CC=2)C2C=CC=CC=2)([P](C2C=CC=CC=2)(C2C=CC=CC=2)C2C=CC=CC=2)[P](C2C=CC=CC=2)(C2C=CC=CC=2)C2C=CC=CC=2)(C2C=CC=CC=2)C2C=CC=CC=2)=CC=1. The product is [F:1][C:2]1[C:7]([F:8])=[CH:6][C:5]([C:15]2[CH:20]=[CH:19][C:18]([OH:21])=[CH:17][CH:16]=2)=[C:4]([O:12][CH3:13])[CH:3]=1. The yield is 0.893.